Dataset: Full USPTO retrosynthesis dataset with 1.9M reactions from patents (1976-2016). Task: Predict the reactants needed to synthesize the given product. Given the product [CH3:2][O:3][C:4]1[CH:29]=[CH:28][C:7]([CH:8]=[C:39]2[CH2:44][CH2:43][N:42]([C:45]([O:47][CH2:48][C:49]3[CH:50]=[CH:51][CH:52]=[CH:53][CH:54]=3)=[O:46])[CH2:41][CH2:40]2)=[CH:6][C:5]=1[N+:30]([O-:32])=[O:31], predict the reactants needed to synthesize it. The reactants are: [Br-].[CH3:2][O:3][C:4]1[CH:29]=[CH:28][C:7]([CH2:8][P+](C2C=CC=CC=2)(C2C=CC=CC=2)C2C=CC=CC=2)=[CH:6][C:5]=1[N+:30]([O-:32])=[O:31].C([Li])CCC.O=[C:39]1[CH2:44][CH2:43][N:42]([C:45]([O:47][CH2:48][C:49]2[CH:54]=[CH:53][CH:52]=[CH:51][CH:50]=2)=[O:46])[CH2:41][CH2:40]1.